Dataset: Full USPTO retrosynthesis dataset with 1.9M reactions from patents (1976-2016). Task: Predict the reactants needed to synthesize the given product. (1) Given the product [CH3:25][O:24][C:21]1[CH:22]=[C:23]2[C:18](=[CH:19][C:20]=1[O:26][CH3:27])[N:17]=[CH:16][NH:15][C:14]2=[O:35], predict the reactants needed to synthesize it. The reactants are: Cl.COC1C=C(C=CC=1)C(NC1C=C(C=CC=1)N[C:14]1[C:23]2[C:18](=[CH:19][C:20]([O:26][CH3:27])=[C:21]([O:24][CH3:25])[CH:22]=2)[N:17]=[CH:16][N:15]=1)=O.C[O:35]C1C=C(N)C(=CC=1OC)C(O)=O.C(N)=O. (2) The reactants are: [C:1]([O:5][C:6]([N:8]1[CH2:13][CH2:12][CH:11]([CH:14]2[O:23][C:17]3=[CH:18][N:19]=[C:20](Cl)[CH:21]=[C:16]3[CH2:15]2)[CH2:10][CH2:9]1)=[O:7])([CH3:4])([CH3:3])[CH3:2].CC1(C)C(C)(C)OB([C:32]2[C:37]([C:38]#[N:39])=[CH:36][N:35]=[CH:34][CH:33]=2)O1. Given the product [C:1]([O:5][C:6]([N:8]1[CH2:13][CH2:12][CH:11]([CH:14]2[O:23][C:17]3=[CH:18][N:19]=[C:20]([C:32]4[CH:33]=[CH:34][N:35]=[CH:36][C:37]=4[C:38]#[N:39])[CH:21]=[C:16]3[CH2:15]2)[CH2:10][CH2:9]1)=[O:7])([CH3:4])([CH3:3])[CH3:2], predict the reactants needed to synthesize it.